This data is from Catalyst prediction with 721,799 reactions and 888 catalyst types from USPTO. The task is: Predict which catalyst facilitates the given reaction. (1) Reactant: C1(P(C2C=CC=CC=2)C2C=CC=CC=2)C=CC=CC=1.[CH2:20]([OH:23])[CH:21]=[CH2:22].O[C:25]1[NH:29][N:28]=[C:27]([N:30]2[C:38](=[O:39])[C:37]3[C:32](=[CH:33][CH:34]=[CH:35][CH:36]=3)[C:31]2=[O:40])[CH:26]=1.CC(OC(/N=N/C(OC(C)C)=O)=O)C. Product: [CH2:20]([O:23][C:25]1[NH:29][N:28]=[C:27]([N:30]2[C:31](=[O:40])[C:32]3[C:37](=[CH:36][CH:35]=[CH:34][CH:33]=3)[C:38]2=[O:39])[CH:26]=1)[CH:21]=[CH2:22]. The catalyst class is: 3. (2) Reactant: [C:1]12([C:11]3[C:12]([O:19][CH2:20][C:21]4[CH:26]=[CH:25][CH:24]=[CH:23][CH:22]=4)=[CH:13][C:14]([CH3:18])=[C:15](Br)[CH:16]=3)[CH2:10][CH:5]3[CH2:6][CH:7]([CH2:9][CH:3]([CH2:4]3)[CH2:2]1)[CH2:8]2.C(=O)=O.CC(C)=O.[Li]CCCC.C([O:42][B:43](OC(C)C)[O:44]C(C)C)(C)C. Product: [C:1]12([C:11]3[C:12]([O:19][CH2:20][C:21]4[CH:26]=[CH:25][CH:24]=[CH:23][CH:22]=4)=[CH:13][C:14]([CH3:18])=[C:15]([B:43]([OH:44])[OH:42])[CH:16]=3)[CH2:10][CH:5]3[CH2:6][CH:7]([CH2:9][CH:3]([CH2:4]3)[CH2:2]1)[CH2:8]2. The catalyst class is: 134.